From a dataset of Catalyst prediction with 721,799 reactions and 888 catalyst types from USPTO. Predict which catalyst facilitates the given reaction. (1) Reactant: [N:1]1[CH:6]=[CH:5][CH:4]=[C:3]([CH2:7][N:8]2[CH2:13][CH2:12][NH:11][CH2:10][CH2:9]2)[CH:2]=1.F[C:15]1[CH:22]=[CH:21][C:18]([C:19]#[N:20])=[CH:17][CH:16]=1.C([O-])([O-])=O.[K+].[K+]. Product: [N:1]1[CH:6]=[CH:5][CH:4]=[C:3]([CH2:7][N:8]2[CH2:13][CH2:12][N:11]([C:15]3[CH:22]=[CH:21][C:18]([C:19]#[N:20])=[CH:17][CH:16]=3)[CH2:10][CH2:9]2)[CH:2]=1. The catalyst class is: 3. (2) Reactant: [CH2:1](Br)[C:2]1[CH:7]=[CH:6][CH:5]=[CH:4][CH:3]=1.Cl.[NH:10]1[CH2:16][CH2:15][CH2:14][C:13](=[O:17])[CH2:12][CH2:11]1.C(=O)([O-])[O-].[K+].[K+]. Product: [CH2:1]([N:10]1[CH2:16][CH2:15][CH2:14][C:13](=[O:17])[CH2:12][CH2:11]1)[C:2]1[CH:7]=[CH:6][CH:5]=[CH:4][CH:3]=1. The catalyst class is: 20. (3) Product: [CH2:11]([N:8]1[CH2:9][CH2:10][C:6]([CH2:18][OH:19])([CH2:4][O:3][CH3:1])[CH2:7]1)[C:12]1[CH:13]=[CH:14][CH:15]=[CH:16][CH:17]=1. The catalyst class is: 7. Reactant: [CH2:1]([O:3][C:4]([C:6]1([CH2:18][O:19]C)[CH2:10][CH2:9][N:8]([CH2:11][C:12]2[CH:17]=[CH:16][CH:15]=[CH:14][CH:13]=2)[CH2:7]1)=O)C.[H-].[Al+3].[Li+].[H-].[H-].[H-]. (4) Reactant: [CH2:1]([O:8][C:9]1[CH:14]=[C:13](I)[CH:12]=[CH:11][C:10]=1[N:16]1[S:20](=[O:22])(=[O:21])[NH:19][C:18](=[O:23])[CH2:17]1)[C:2]1[CH:7]=[CH:6][CH:5]=[CH:4][CH:3]=1.[C:24]([Cu])#[N:25]. Product: [CH2:1]([O:8][C:9]1[CH:14]=[C:13]([CH:12]=[CH:11][C:10]=1[N:16]1[CH2:17][C:18](=[O:23])[NH:19][S:20]1(=[O:22])=[O:21])[C:24]#[N:25])[C:2]1[CH:7]=[CH:6][CH:5]=[CH:4][CH:3]=1. The catalyst class is: 3. (5) Reactant: [Br:1][C:2]1[CH:7]=[C:6]([CH3:8])[CH:5]=[CH:4][C:3]=1[OH:9].C(=O)([O-])[O-].[K+].[K+].[CH2:16](Br)[C:17]1[CH:22]=[CH:21][CH:20]=[CH:19][CH:18]=1.O. Product: [CH2:16]([O:9][C:3]1[CH:4]=[CH:5][C:6]([CH3:8])=[CH:7][C:2]=1[Br:1])[C:17]1[CH:22]=[CH:21][CH:20]=[CH:19][CH:18]=1. The catalyst class is: 9. (6) Reactant: [Cl:1][C:2]1[N:10]=[C:9]2[C:5]([N:6]=[CH:7][NH:8]2)=[C:4]([Cl:11])[N:3]=1.O.C1(C)C=CC(S(O)(=O)=O)=CC=1.[O:24]1[CH:29]=[CH:28][CH2:27][CH2:26][CH2:25]1.C(=O)([O-])O.[Na+]. Product: [Cl:1][C:2]1[N:10]=[C:9]2[C:5]([N:6]=[CH:7][N:8]2[CH:25]2[CH2:26][CH2:27][CH2:28][CH2:29][O:24]2)=[C:4]([Cl:11])[N:3]=1. The catalyst class is: 84.